Dataset: Catalyst prediction with 721,799 reactions and 888 catalyst types from USPTO. Task: Predict which catalyst facilitates the given reaction. Reactant: [C:1]([OH:5])([CH3:4])([CH3:3])[CH3:2].[Cl:6][CH2:7][CH2:8][CH2:9][C:10](Cl)=[O:11].C([O-])(O)=O.[Na+]. Product: [Cl:6][CH2:7][CH2:8][CH2:9][C:10]([O:5][C:1]([CH3:4])([CH3:3])[CH3:2])=[O:11]. The catalyst class is: 341.